From a dataset of Buchwald-Hartwig C-N cross coupling reaction yields with 55,370 reactions. Predict the reaction yield, written as a fraction of the theoretical maximum amount of product (1.0 means a 100% yield; for example, 0.34 means a 34% yield). (1) The reactants are Ic1cccnc1.Cc1ccc(N)cc1.O=S(=O)(O[Pd]1c2ccccc2-c2ccccc2N~1)C(F)(F)F.CC(C)c1cc(C(C)C)c(-c2ccccc2P(C2CCCCC2)C2CCCCC2)c(C(C)C)c1.CCN=P(N=P(N(C)C)(N(C)C)N(C)C)(N(C)C)N(C)C.COC(=O)c1cc(-c2ccco2)on1. No catalyst specified. The product is Cc1ccc(Nc2cccnc2)cc1. The yield is 0.283. (2) The reactants are Brc1ccccn1.Cc1ccc(N)cc1.O=S(=O)(O[Pd]1c2ccccc2-c2ccccc2N~1)C(F)(F)F.COc1ccc(OC)c(P(C(C)(C)C)C(C)(C)C)c1-c1c(C(C)C)cc(C(C)C)cc1C(C)C.CN1CCCN2CCCN=C12.Cc1ccno1. No catalyst specified. The product is Cc1ccc(Nc2ccccn2)cc1. The yield is 0.888. (3) No catalyst specified. The product is CCc1ccc(Nc2ccc(C)cc2)cc1. The reactants are CCc1ccc(Cl)cc1.Cc1ccc(N)cc1.O=S(=O)(O[Pd]1c2ccccc2-c2ccccc2N~1)C(F)(F)F.COc1ccc(OC)c(P(C(C)(C)C)C(C)(C)C)c1-c1c(C(C)C)cc(C(C)C)cc1C(C)C.CN(C)C(=NC(C)(C)C)N(C)C.CCOC(=O)c1ccon1. The yield is 0.0687. (4) The reactants are Ic1cccnc1.Cc1ccc(N)cc1.O=S(=O)(O[Pd]1c2ccccc2-c2ccccc2N~1)C(F)(F)F.CC(C)c1cc(C(C)C)c(-c2ccccc2P(C2CCCCC2)C2CCCCC2)c(C(C)C)c1.CN1CCCN2CCCN=C12.Fc1cccc(F)c1-c1ccno1. No catalyst specified. The product is Cc1ccc(Nc2cccnc2)cc1. The yield is 0.164. (5) The reactants are Brc1cccnc1.Cc1ccc(N)cc1.O=S(=O)(O[Pd]1c2ccccc2-c2ccccc2N~1)C(F)(F)F.COc1ccc(OC)c(P(C(C)(C)C)C(C)(C)C)c1-c1c(C(C)C)cc(C(C)C)cc1C(C)C.CN1CCCN2CCCN=C12.Cc1ccno1. No catalyst specified. The product is Cc1ccc(Nc2cccnc2)cc1. The yield is 0.806.